From a dataset of Retrosynthesis with 50K atom-mapped reactions and 10 reaction types from USPTO. Predict the reactants needed to synthesize the given product. (1) Given the product O=C(OCc1ccccc1)N1CC[C@]23CCCC[C@H]2[C@H]1Cc1ccc(O)cc13, predict the reactants needed to synthesize it. The reactants are: O=C(Cl)OCc1ccccc1.Oc1ccc2c(c1)[C@@]13CCCC[C@H]1[C@@H](C2)NCC3. (2) The reactants are: CC(C)(C)OC(=O)[C@@H]1CN(Cc2ccccc2)C(=O)N1C(=O)OCc1ccccc1. Given the product CC(C)(C)OC(=O)[C@@H]1CN(Cc2ccccc2)C(=O)N1, predict the reactants needed to synthesize it.